This data is from Reaction yield outcomes from USPTO patents with 853,638 reactions. The task is: Predict the reaction yield, written as a fraction of the theoretical maximum amount of product (1.0 means a 100% yield; for example, 0.34 means a 34% yield). (1) The reactants are C[O:2][C:3]1[CH:8]=[CH:7][C:6]([C:9]2[N:10]=[CH:11][C:12]3[C:17]([CH:18]=2)=[CH:16][CH:15]=[CH:14][CH:13]=3)=[CH:5][CH:4]=1.C(O)(=O)C. The catalyst is I. The product is [CH:11]1[C:12]2[C:17](=[CH:16][CH:15]=[CH:14][CH:13]=2)[CH:18]=[C:9]([C:6]2[CH:7]=[CH:8][C:3]([OH:2])=[CH:4][CH:5]=2)[N:10]=1. The yield is 0.840. (2) The reactants are OO.[CH2:3]([C:5]1[N:6]=[N+:7]([O-:25])[C:8]2[CH:17]=[C:16]3[C:12]([CH2:13][CH:14]([CH2:18][N:19]4[CH2:24][CH2:23][O:22][CH2:21][CH2:20]4)[CH2:15]3)=[CH:11][C:9]=2[N:10]=1)[CH3:4].C(OC(C(F)(F)F)=O)(C(F)(F)F)=[O:27].C(O)(C(F)(F)F)=O.C([O-])([O-])=O.[Na+].[Na+]. The catalyst is C(Cl)Cl. The product is [CH2:3]([C:5]1[N:6]=[N+:7]([O-:25])[C:8]2[CH:17]=[C:16]3[C:12]([CH2:13][CH:14]([CH2:18][N:19]4[CH2:20][CH2:21][O:22][CH2:23][CH2:24]4)[CH2:15]3)=[CH:11][C:9]=2[N+:10]=1[O-:27])[CH3:4]. The yield is 0.210.